This data is from Reaction yield outcomes from USPTO patents with 853,638 reactions. The task is: Predict the reaction yield, written as a fraction of the theoretical maximum amount of product (1.0 means a 100% yield; for example, 0.34 means a 34% yield). (1) The reactants are [O:1]1[CH2:6][CH2:5][CH2:4][CH2:3][CH:2]1[O:7][C:8]1[CH:17]=[CH:16][C:11]2[NH:12][C:13](=[O:15])[O:14][C:10]=2[CH:9]=1.C([O-])([O-])=O.[K+].[K+].[CH2:24](Br)[C:25]1[CH:30]=[CH:29][CH:28]=[CH:27][CH:26]=1. The catalyst is CN(C=O)C. The product is [CH2:24]([N:12]1[C:11]2[CH:16]=[CH:17][C:8]([O:7][CH:2]3[CH2:3][CH2:4][CH2:5][CH2:6][O:1]3)=[CH:9][C:10]=2[O:14][C:13]1=[O:15])[C:25]1[CH:30]=[CH:29][CH:28]=[CH:27][CH:26]=1. The yield is 0.850. (2) The reactants are Cl[C:2]1[N:3]=[C:4]2[CH:18]=[C:17]([I:19])[CH:16]=[N:15][C:5]2=[N:6][C:7]=1[N:8]1[CH2:13][CH2:12][N:11]([CH3:14])[CH2:10][CH2:9]1.O.[NH2:21][NH2:22]. The catalyst is CCO. The product is [NH:21]([C:2]1[N:3]=[C:4]2[CH:18]=[C:17]([I:19])[CH:16]=[N:15][C:5]2=[N:6][C:7]=1[N:8]1[CH2:13][CH2:12][N:11]([CH3:14])[CH2:10][CH2:9]1)[NH2:22]. The yield is 1.00. (3) The reactants are Cl[C:2]1[N:7]=[C:6]([C:8]2[S:12][C:11]([CH:13]3[CH2:16][CH2:15][CH2:14]3)=[N:10][C:9]=2[C:17]2[C:18]([F:35])=[C:19]([NH:23][S:24]([C:27]3[CH:32]=[C:31]([F:33])[CH:30]=[CH:29][C:28]=3[F:34])(=[O:26])=[O:25])[CH:20]=[CH:21][CH:22]=2)[CH:5]=[CH:4][N:3]=1.[CH3:36][S:37]([N:40]1[CH2:45][CH2:44][CH:43]([NH2:46])[CH2:42][CH2:41]1)(=[O:39])=[O:38]. The catalyst is C1COCC1. The product is [CH:13]1([C:11]2[S:12][C:8]([C:6]3[CH:5]=[CH:4][N:3]=[C:2]([NH:46][CH:43]4[CH2:44][CH2:45][N:40]([S:37]([CH3:36])(=[O:39])=[O:38])[CH2:41][CH2:42]4)[N:7]=3)=[C:9]([C:17]3[C:18]([F:35])=[C:19]([NH:23][S:24]([C:27]4[CH:32]=[C:31]([F:33])[CH:30]=[CH:29][C:28]=4[F:34])(=[O:26])=[O:25])[CH:20]=[CH:21][CH:22]=3)[N:10]=2)[CH2:16][CH2:15][CH2:14]1. The yield is 0.590. (4) The reactants are [F:1][C:2]1[CH:7]=[CH:6][C:5]([C:8]2[C:16]3[C:11](=[CH:12][CH:13]=[C:14]([C:17](=O)[CH3:18])[CH:15]=3)[NH:10][N:9]=2)=[CH:4][CH:3]=1.[NH2:20][C:21]([NH2:23])=[NH:22].C[O-].[Na+].F[C:28](F)(F)C(O)=O. The catalyst is CC#N.O.CO. The product is [F:1][C:2]1[CH:7]=[CH:6][C:5]([C:8]2[C:16]3[C:11](=[CH:12][CH:13]=[C:14]([C:17]4[CH:18]=[CH:28][N:20]=[C:21]([NH2:23])[N:22]=4)[CH:15]=3)[NH:10][N:9]=2)=[CH:4][CH:3]=1. The yield is 0.0300. (5) The yield is 1.00. The reactants are [Cl:1][C:2]1[CH:3]=[C:4]([CH:40]=[CH:41][C:42]=1[O:43][CH:44]([CH3:46])[CH3:45])[C:5]([NH:7][C@@H:8]([CH2:21][C:22]1[CH:27]=[CH:26][C:25]([C:28]2[N:29]=[C:30]3[C:35]([CH:36]([OH:38])[CH3:37])=[CH:34][CH:33]=[CH:32][N:31]3[CH:39]=2)=[CH:24][CH:23]=1)[CH2:9][N:10]1C(=O)C2C(=CC=CC=2)C1=O)=[O:6].O.NN. The product is [NH2:10][CH2:9][C@@H:8]([NH:7][C:5](=[O:6])[C:4]1[CH:40]=[CH:41][C:42]([O:43][CH:44]([CH3:45])[CH3:46])=[C:2]([Cl:1])[CH:3]=1)[CH2:21][C:22]1[CH:27]=[CH:26][C:25]([C:28]2[N:29]=[C:30]3[C:35]([CH:36]([OH:38])[CH3:37])=[CH:34][CH:33]=[CH:32][N:31]3[CH:39]=2)=[CH:24][CH:23]=1. The catalyst is C(O)C. (6) No catalyst specified. The product is [OH:8][C:9]1[CH:14]=[CH:13][C:12]([C:15]2[N:16]([CH:28]3[CH2:33][CH2:32][CH2:31][CH2:30][CH2:29]3)[CH:17]=[C:18](/[CH:20]=[C:21](\[CH3:27])/[C:22]([O:24][CH2:25][CH3:26])=[O:23])[N:19]=2)=[CH:11][CH:10]=1. The reactants are C([O:8][C:9]1[CH:14]=[CH:13][C:12]([C:15]2[N:16]([CH:28]3[CH2:33][CH2:32][CH2:31][CH2:30][CH2:29]3)[CH:17]=[C:18](/[CH:20]=[C:21](\[CH3:27])/[C:22]([O:24][CH2:25][CH3:26])=[O:23])[N:19]=2)=[CH:11][CH:10]=1)C1C=CC=CC=1.B(Cl)(Cl)Cl. The yield is 0.600. (7) The reactants are [CH2:1]([NH2:9])[CH2:2][C:3]1[CH:8]=[CH:7][CH:6]=[CH:5][CH:4]=1.C(N(CC)CC)C.[CH3:17][S:18](Cl)(=[O:20])=[O:19]. The catalyst is C(Cl)Cl. The product is [CH3:17][S:18]([NH:9][CH2:1][CH2:2][C:3]1[CH:8]=[CH:7][CH:6]=[CH:5][CH:4]=1)(=[O:20])=[O:19]. The yield is 0.933.